Dataset: Forward reaction prediction with 1.9M reactions from USPTO patents (1976-2016). Task: Predict the product of the given reaction. (1) Given the reactants [CH:1]1([S:4](Cl)(=[O:6])=[O:5])[CH2:3][CH2:2]1.N1C=CC=CC=1.[Br:14][C:15]1[CH:16]=[C:17]([NH2:22])[C:18]([CH3:21])=[N:19][CH:20]=1, predict the reaction product. The product is: [Br:14][C:15]1[CH:16]=[C:17]([NH:22][S:4]([CH:1]2[CH2:3][CH2:2]2)(=[O:6])=[O:5])[C:18]([CH3:21])=[N:19][CH:20]=1. (2) Given the reactants [F:1][C:2]1[C:3]([N+:15]([O-])=O)=[C:4]([CH:8]=[C:9]([O:13][CH3:14])[C:10]=1[O:11][CH3:12])[C:5]([NH2:7])=[O:6], predict the reaction product. The product is: [NH2:15][C:3]1[C:2]([F:1])=[C:10]([O:11][CH3:12])[C:9]([O:13][CH3:14])=[CH:8][C:4]=1[C:5]([NH2:7])=[O:6]. (3) Given the reactants C([O:3][C:4](=[O:38])[CH2:5][O:6][C:7]1[CH:12]=[CH:11][C:10]([S:13]([N:16]2[CH2:25][C:24]([CH3:27])([CH3:26])[C:23]3[C:18](=[CH:19][C:20]([C:28]4[CH:33]=[CH:32][C:31]([O:34][CH3:35])=[CH:30][CH:29]=4)=[CH:21][CH:22]=3)[CH:17]2[CH3:36])(=[O:15])=[O:14])=[CH:9][C:8]=1[CH3:37])C.[OH-].[Na+], predict the reaction product. The product is: [CH3:37][C:8]1[CH:9]=[C:10]([S:13]([N:16]2[CH2:25][C:24]([CH3:27])([CH3:26])[C:23]3[C:18](=[CH:19][C:20]([C:28]4[CH:29]=[CH:30][C:31]([O:34][CH3:35])=[CH:32][CH:33]=4)=[CH:21][CH:22]=3)[CH:17]2[CH3:36])(=[O:15])=[O:14])[CH:11]=[CH:12][C:7]=1[O:6][CH2:5][C:4]([OH:38])=[O:3]. (4) Given the reactants [Li]CCCC.CCCCCC.C(NC(C)C)(C)C.[CH3:19][O:20][C:21]1[CH:22]=[CH:23][C:24]([CH3:27])=[N:25][CH:26]=1.[CH3:28][O:29][C:30]1[CH:31]=[C:32]([CH:35]=[C:36]([O:40][CH3:41])[C:37]=1[O:38][CH3:39])[C:33]#N.C1C[O:45]CC1, predict the reaction product. The product is: [CH3:19][O:20][C:21]1[CH:22]=[CH:23][C:24]([CH2:27][C:33]([C:32]2[CH:31]=[C:30]([O:29][CH3:28])[C:37]([O:38][CH3:39])=[C:36]([O:40][CH3:41])[CH:35]=2)=[O:45])=[N:25][CH:26]=1. (5) Given the reactants [Cl:1][C:2]1[CH:3]=[C:4]([OH:9])[CH:5]=[CH:6][C:7]=1[F:8].[CH2:10]([O:12][C:13]([C:15]1([CH2:29]I)[CH2:19][CH2:18][N:17]([C:20](=[O:28])[C:21]2[CH:26]=[CH:25][C:24]([F:27])=[CH:23][CH:22]=2)[CH2:16]1)=[O:14])[CH3:11], predict the reaction product. The product is: [CH2:10]([O:12][C:13]([C:15]1([CH2:29][O:9][C:4]2[CH:5]=[CH:6][C:7]([F:8])=[C:2]([Cl:1])[CH:3]=2)[CH2:19][CH2:18][N:17]([C:20](=[O:28])[C:21]2[CH:22]=[CH:23][C:24]([F:27])=[CH:25][CH:26]=2)[CH2:16]1)=[O:14])[CH3:11]. (6) Given the reactants [N:1]([C:4]1[CH:9]=[CH:8][CH:7]=[C:6]([F:10])[C:5]=1[N+:11]([O-:13])=[O:12])=[N+]=[N-].[C:14]1([P:20]([C:27]2[CH:32]=[CH:31][CH:30]=[CH:29][CH:28]=2)[C:21]2[CH:26]=[CH:25][CH:24]=[CH:23][CH:22]=2)[CH:19]=[CH:18][CH:17]=[CH:16][CH:15]=1, predict the reaction product. The product is: [F:10][C:6]1[C:5]([N+:11]([O-:13])=[O:12])=[C:4]([N:1]=[P:20]([C:21]2[CH:22]=[CH:23][CH:24]=[CH:25][CH:26]=2)([C:27]2[CH:32]=[CH:31][CH:30]=[CH:29][CH:28]=2)[C:14]2[CH:15]=[CH:16][CH:17]=[CH:18][CH:19]=2)[CH:9]=[CH:8][CH:7]=1. (7) The product is: [C:13]([O:17][C:18](=[O:48])[NH:19][C@@H:20]([CH2:21][N:22]1[CH2:27][C:26](=[O:28])[N:25]([C:29]2[CH:34]=[C:33]([F:35])[CH:32]=[CH:31][C:30]=2[Cl:36])[CH2:24][C:23]1([CH3:38])[CH3:37])[C@@H:39]([OH:40])[CH2:43][C@H:42]([C:41](=[O:47])[NH:5][CH2:1][CH2:2][CH2:3][CH3:4])[CH:44]([CH3:45])[CH3:46])([CH3:14])([CH3:15])[CH3:16]. Given the reactants [CH2:1]([NH2:5])[CH2:2][CH2:3][CH3:4].OC1C=CC=CN=1.[C:13]([O:17][C:18](=[O:48])[NH:19][C@H:20]([C@@H:39]1[CH2:43][C@@H:42]([CH:44]([CH3:46])[CH3:45])[C:41](=[O:47])[O:40]1)[CH2:21][N:22]1[CH2:27][C:26](=[O:28])[N:25]([C:29]2[CH:34]=[C:33]([F:35])[CH:32]=[CH:31][C:30]=2[Cl:36])[CH2:24][C:23]1([CH3:38])[CH3:37])([CH3:16])([CH3:15])[CH3:14], predict the reaction product. (8) Given the reactants Br[CH2:2][C:3](=[O:6])[CH2:4]Br.[NH2:7][C:8](=[S:14])[C:9]([O:11][CH2:12][CH3:13])=[O:10].[CH:15](O)([CH3:17])[CH3:16], predict the reaction product. The product is: [CH:3]([O:6][CH2:17][C:15]1[N:7]=[C:8]([C:9]([O:11][CH2:12][CH3:13])=[O:10])[S:14][CH:16]=1)([CH3:4])[CH3:2]. (9) Given the reactants [N:1]1([C:7]2[CH:8]=[C:9]([CH:14]=[C:15]([N+:17]([O-])=O)[CH:16]=2)[C:10]([O:12]C)=[O:11])[CH2:6][CH2:5][O:4][CH2:3][CH2:2]1.[OH-].[Na+].C(#N)C.O.C(O)(C(F)(F)F)=O, predict the reaction product. The product is: [NH2:17][C:15]1[CH:14]=[C:9]([CH:8]=[C:7]([N:1]2[CH2:6][CH2:5][O:4][CH2:3][CH2:2]2)[CH:16]=1)[C:10]([OH:12])=[O:11]. (10) The product is: [CH:8]1([CH:14]([NH:22][C:23]([C:25]2[CH:30]=[CH:29][C:28]([S:31]([CH3:34])(=[O:33])=[O:32])=[CH:27][C:26]=2[NH:35][C:36]([NH:38][C:39]2[C:44]([CH3:45])=[CH:43][C:42]([CH3:46])=[CH:41][C:40]=2[CH3:47])=[O:37])=[O:24])[C:15]([OH:17])=[O:16])[CH2:13][CH2:12][CH2:11][CH2:10][CH2:9]1. Given the reactants FC(F)(F)C(O)=O.[CH:8]1([C@H:14]([NH:22][C:23]([C:25]2[CH:30]=[CH:29][C:28]([S:31]([CH3:34])(=[O:33])=[O:32])=[CH:27][C:26]=2[NH:35][C:36]([NH:38][C:39]2[C:44]([CH3:45])=[CH:43][C:42]([CH3:46])=[CH:41][C:40]=2[CH3:47])=[O:37])=[O:24])[C:15]([O:17]C(C)(C)C)=[O:16])[CH2:13][CH2:12][CH2:11][CH2:10][CH2:9]1, predict the reaction product.